Dataset: Reaction yield outcomes from USPTO patents with 853,638 reactions. Task: Predict the reaction yield, written as a fraction of the theoretical maximum amount of product (1.0 means a 100% yield; for example, 0.34 means a 34% yield). (1) The reactants are [CH3:1][O:2][C:3](=[O:15])[C:4]1[C:9]([C:10]([F:13])([F:12])[F:11])=[CH:8][C:7](Cl)=[N:6][CH:5]=1.[C:16]([O:20][C:21]([N:23]1[CH2:28][CH2:27][CH:26]([NH2:29])[CH2:25][CH2:24]1)=[O:22])([CH3:19])([CH3:18])[CH3:17].[OH-].[Na+]. The catalyst is CN(C=O)C. The product is [CH3:1][O:2][C:3](=[O:15])[C:4]1[C:9]([C:10]([F:13])([F:12])[F:11])=[CH:8][C:7]([NH:29][CH:26]2[CH2:25][CH2:24][N:23]([C:21]([O:20][C:16]([CH3:19])([CH3:18])[CH3:17])=[O:22])[CH2:28][CH2:27]2)=[N:6][CH:5]=1. The yield is 0.490. (2) The product is [ClH:34].[S:1]1[C:5]2[CH:6]=[CH:7][CH:8]=[CH:9][C:4]=2[N:3]=[C:2]1[CH2:10][N:11]1[C:20](=[O:21])[C:19]2[N:18]([CH2:22][C:23]#[C:24][CH3:25])[C:17]([N:26]3[CH2:31][CH2:30][CH2:29][C@@H:28]([NH2:32])[CH2:27]3)=[N:16][C:15]=2[N:14]([CH3:33])[C:12]1=[O:13]. The reactants are [S:1]1[C:5]2[CH:6]=[CH:7][CH:8]=[CH:9][C:4]=2[N:3]=[C:2]1[CH2:10][N:11]1[C:20](=[O:21])[C:19]2[N:18]([CH2:22][C:23]#[C:24][CH3:25])[C:17]([N:26]3[CH2:31][CH2:30][CH2:29][C@@H:28]([NH2:32])[CH2:27]3)=[N:16][C:15]=2[N:14]([CH3:33])[C:12]1=[O:13].[ClH:34]. The catalyst is ClCCl. The yield is 0.790.